From a dataset of Catalyst prediction with 721,799 reactions and 888 catalyst types from USPTO. Predict which catalyst facilitates the given reaction. Reactant: [F:1][C:2]1[CH:3]=[CH:4][C:5]([N+:9]([O-:11])=[O:10])=[C:6]([OH:8])[CH:7]=1.C([O-])([O-])=O.[K+].[K+].[CH2:18](Br)[C:19]1[CH:24]=[CH:23][CH:22]=[CH:21][CH:20]=1.O. Product: [CH2:18]([O:8][C:6]1[CH:7]=[C:2]([F:1])[CH:3]=[CH:4][C:5]=1[N+:9]([O-:11])=[O:10])[C:19]1[CH:24]=[CH:23][CH:22]=[CH:21][CH:20]=1. The catalyst class is: 10.